Dataset: Cav3 T-type calcium channel HTS with 100,875 compounds. Task: Binary Classification. Given a drug SMILES string, predict its activity (active/inactive) in a high-throughput screening assay against a specified biological target. (1) The molecule is S(c1n(nnn1)C1CCCC1)CC(=O)Nc1cc2OCCOc2cc1. The result is 0 (inactive). (2) The drug is S=c1n(CC2CCC(CC2)C(=O)N2CCN(CC2)c2c(OC)cccc2)c(=O)c2c([nH]1)cccc2. The result is 0 (inactive). (3) The compound is O(c1nn(c2ccccc2)c(=O)cc1)CC. The result is 0 (inactive). (4) The compound is O=C1N(C(c2n(CCCn3ccnc3)c(=O)c3c(n2)cccc3)CC)C(=O)c2c1cccc2. The result is 0 (inactive). (5) The result is 0 (inactive). The molecule is S(c1ccc(NC(=O)NCCN2CCc3c(C2)cccc3)cc1)C. (6) The molecule is S(=O)(=O)(N1CCN(CC1)C(=O)CSc1cc(ccc1)C(F)(F)F)c1ccccc1. The result is 0 (inactive). (7) The compound is O1CCN(CCNc2c3c(ncc2C(OCC)=O)c(ccc3)C(OC)=O)CC1. The result is 0 (inactive). (8) The compound is S(=O)(=O)(N1CCC(CC1)C(=O)NCCCN(Cc1ccccc1)C)CCC. The result is 0 (inactive). (9) The drug is Clc1ccc(C(=O)c2c(N3CCN(CC3)CC)ccc([N+]([O-])=O)c2)cc1. The result is 0 (inactive). (10) The molecule is S(CC1OCCC1)c1nc2n(c3c(c2nn1)cc(OCC)cc3)C. The result is 0 (inactive).